This data is from Forward reaction prediction with 1.9M reactions from USPTO patents (1976-2016). The task is: Predict the product of the given reaction. (1) Given the reactants [N:1]([C@:4]1([CH2:19][OH:20])[O:8][C@@H:7]([N:9]2[CH:14]=[CH:13][C:12](=[O:15])[NH:11][C:10]2=[O:16])[C@H:6]([OH:17])[C@@H:5]1[F:18])=[N+:2]=[N-:3].C([Mg]Cl)(C)(C)C.Cl[C:28]1[CH:44]=[CH:43][CH:42]=[CH:41][C:29]=1[O:30][P:31](=[N:33][C@@H:34]([CH3:40])[C:35]([O:37][CH2:38][CH3:39])=[O:36])=[O:32].CO, predict the reaction product. The product is: [CH2:38]([O:37][C:35](=[O:36])[C@@H:34]([N:33]=[P:31]([O:30][C:29]1[CH:41]=[CH:42][CH:43]=[CH:44][C:28]=1[O:20][CH2:19][C@:4]1([N:1]=[N+:2]=[N-:3])[C@@H:5]([F:18])[C@@H:6]([OH:17])[C@H:7]([N:9]2[CH:14]=[CH:13][C:12](=[O:15])[NH:11][C:10]2=[O:16])[O:8]1)=[O:32])[CH3:40])[CH3:39]. (2) Given the reactants [Cl:1][C:2]1[N:11]=[C:10](Cl)[C:9]2[C:4](=[CH:5][CH:6]=[CH:7][CH:8]=2)[N:3]=1.[CH3:13][O-:14].[Na+], predict the reaction product. The product is: [Cl:1][C:2]1[N:11]=[C:10]([O:14][CH3:13])[C:9]2[C:4](=[CH:5][CH:6]=[CH:7][CH:8]=2)[N:3]=1.